This data is from NCI-60 drug combinations with 297,098 pairs across 59 cell lines. The task is: Regression. Given two drug SMILES strings and cell line genomic features, predict the synergy score measuring deviation from expected non-interaction effect. (1) Drug 1: CC12CCC3C(C1CCC2O)C(CC4=C3C=CC(=C4)O)CCCCCCCCCS(=O)CCCC(C(F)(F)F)(F)F. Drug 2: C1CN(CCN1C(=O)CCBr)C(=O)CCBr. Cell line: MOLT-4. Synergy scores: CSS=52.1, Synergy_ZIP=0.559, Synergy_Bliss=0.493, Synergy_Loewe=-11.1, Synergy_HSA=0.0633. (2) Drug 1: C1CN1P(=S)(N2CC2)N3CC3. Drug 2: C1C(C(OC1N2C=NC3=C(N=C(N=C32)Cl)N)CO)O. Cell line: SK-MEL-28. Synergy scores: CSS=19.4, Synergy_ZIP=-2.55, Synergy_Bliss=-3.77, Synergy_Loewe=-32.6, Synergy_HSA=-2.77. (3) Drug 1: COC1=C(C=C2C(=C1)N=CN=C2NC3=CC(=C(C=C3)F)Cl)OCCCN4CCOCC4. Drug 2: CC(C)CN1C=NC2=C1C3=CC=CC=C3N=C2N. Cell line: 786-0. Synergy scores: CSS=17.2, Synergy_ZIP=-3.06, Synergy_Bliss=1.24, Synergy_Loewe=-0.639, Synergy_HSA=0.381. (4) Drug 1: C1=CC(=C2C(=C1NCCNCCO)C(=O)C3=C(C=CC(=C3C2=O)O)O)NCCNCCO. Drug 2: CC1=CC2C(CCC3(C2CCC3(C(=O)C)OC(=O)C)C)C4(C1=CC(=O)CC4)C. Cell line: A498. Synergy scores: CSS=35.5, Synergy_ZIP=0.0152, Synergy_Bliss=0.868, Synergy_Loewe=-6.61, Synergy_HSA=3.41. (5) Drug 1: C1CCC(C1)C(CC#N)N2C=C(C=N2)C3=C4C=CNC4=NC=N3. Drug 2: CCCCC(=O)OCC(=O)C1(CC(C2=C(C1)C(=C3C(=C2O)C(=O)C4=C(C3=O)C=CC=C4OC)O)OC5CC(C(C(O5)C)O)NC(=O)C(F)(F)F)O. Cell line: SN12C. Synergy scores: CSS=5.16, Synergy_ZIP=-3.76, Synergy_Bliss=-3.19, Synergy_Loewe=-0.657, Synergy_HSA=-0.488. (6) Drug 1: C1C(C(OC1N2C=C(C(=O)NC2=O)F)CO)O. Drug 2: CC1=C(C=C(C=C1)NC(=O)C2=CC=C(C=C2)CN3CCN(CC3)C)NC4=NC=CC(=N4)C5=CN=CC=C5. Cell line: K-562. Synergy scores: CSS=54.0, Synergy_ZIP=-5.75, Synergy_Bliss=-2.76, Synergy_Loewe=0.484, Synergy_HSA=2.05. (7) Drug 1: C1=C(C(=O)NC(=O)N1)N(CCCl)CCCl. Drug 2: C1=NC2=C(N=C(N=C2N1C3C(C(C(O3)CO)O)F)Cl)N. Cell line: HOP-92. Synergy scores: CSS=50.7, Synergy_ZIP=-3.01, Synergy_Bliss=-1.01, Synergy_Loewe=1.87, Synergy_HSA=4.11. (8) Drug 1: CN1C2=C(C=C(C=C2)N(CCCl)CCCl)N=C1CCCC(=O)O.Cl. Drug 2: CC12CCC3C(C1CCC2OP(=O)(O)O)CCC4=C3C=CC(=C4)OC(=O)N(CCCl)CCCl.[Na+]. Cell line: OVCAR-8. Synergy scores: CSS=2.81, Synergy_ZIP=-2.07, Synergy_Bliss=-4.61, Synergy_Loewe=0.755, Synergy_HSA=-3.14.